Dataset: Catalyst prediction with 721,799 reactions and 888 catalyst types from USPTO. Task: Predict which catalyst facilitates the given reaction. (1) Reactant: Cl.[NH2:2][C:3]1[CH:4]=[CH:5][C:6]([NH:9][CH2:10][CH2:11][NH:12][C:13]([C:15]2[C:23]3[N:22]=[C:21]([C:24]4[S:25][CH:26]=[CH:27][CH:28]=4)[NH:20][C:19]=3[C:18]([OH:29])=[CH:17][CH:16]=2)=[O:14])=[N:7][CH:8]=1.CCN(C(C)C)C(C)C.[CH3:39][S:40](Cl)(=[O:42])=[O:41]. Product: [OH:29][C:18]1[C:19]2[NH:20][C:21]([C:24]3[S:25][CH:26]=[CH:27][CH:28]=3)=[N:22][C:23]=2[C:15]([C:13]([NH:12][CH2:11][CH2:10][NH:9][C:6]2[CH:5]=[CH:4][C:3]([NH:2][S:40]([CH3:39])(=[O:42])=[O:41])=[CH:8][N:7]=2)=[O:14])=[CH:16][CH:17]=1. The catalyst class is: 3. (2) Reactant: [C:1]([S:5][CH:6]1[C:14]2[C:9](=[CH:10][CH:11]=[CH:12][CH:13]=2)[C:8](=[O:15])[CH2:7]1)([CH3:4])([CH3:3])[CH3:2].[BH4-].[Na+]. Product: [C:1]([S:5][C@@H:6]1[C:14]2[C:9](=[CH:10][CH:11]=[CH:12][CH:13]=2)[C@H:8]([OH:15])[CH2:7]1)([CH3:4])([CH3:2])[CH3:3]. The catalyst class is: 5. (3) Reactant: [C:1]([O:5][C:6]([NH:8][CH2:9][C:10]([OH:12])=O)=[O:7])([CH3:4])([CH3:3])[CH3:2].C(N(CC)CC)C.C(OC(Cl)=O)C(C)C.O[NH:29][C:30](=[NH:37])[C:31]1[CH:36]=[CH:35][N:34]=[CH:33][CH:32]=1. Product: [C:1]([O:5][C:6](=[O:7])[NH:8][CH2:9][C:10]1[O:12][N:37]=[C:30]([C:31]2[CH:36]=[CH:35][N:34]=[CH:33][CH:32]=2)[N:29]=1)([CH3:2])([CH3:3])[CH3:4]. The catalyst class is: 11. (4) Reactant: [C:1]([N:5]1[C:10]2[CH:11]=[C:12]([Cl:15])[N:13]=[CH:14][C:9]=2[CH2:8][N:7]([C:16]2[CH:21]=[CH:20][C:19]([F:22])=[C:18]([N+:23]([O-])=O)[CH:17]=2)[C:6]1=[O:26])([CH3:4])([CH3:3])[CH3:2].Cl. Product: [NH2:23][C:18]1[CH:17]=[C:16]([N:7]2[CH2:8][C:9]3[CH:14]=[N:13][C:12]([Cl:15])=[CH:11][C:10]=3[N:5]([C:1]([CH3:3])([CH3:2])[CH3:4])[C:6]2=[O:26])[CH:21]=[CH:20][C:19]=1[F:22]. The catalyst class is: 150. (5) Reactant: [CH2:1]([N:3]1[CH2:8][CH2:7][N:6]([C:9]2[CH:14]=[C:13]([N+:15]([O-])=O)[CH:12]=[CH:11][N:10]=2)[CH2:5][CH2:4]1)[CH3:2].[H][H]. Product: [CH2:1]([N:3]1[CH2:4][CH2:5][N:6]([C:9]2[CH:14]=[C:13]([NH2:15])[CH:12]=[CH:11][N:10]=2)[CH2:7][CH2:8]1)[CH3:2]. The catalyst class is: 19. (6) Reactant: [NH:1]1[C:9]2[CH:8]3[CH2:10][CH:5]([CH2:6][CH2:7]3)[C:4]=2[C:3]([C:11](OCC)=[O:12])=[N:2]1.[H-].[Al+3].[Li+].[H-].[H-].[H-]. Product: [NH:1]1[C:9]2[CH:8]3[CH2:10][CH:5]([CH2:6][CH2:7]3)[C:4]=2[C:3]([CH2:11][OH:12])=[N:2]1. The catalyst class is: 1. (7) Reactant: [C:1]1([CH3:11])[CH:6]=[CH:5][C:4]([S:7]([CH3:10])(=[O:9])=[O:8])=[CH:3][CH:2]=1.[Br:12]N1C(=O)CCC1=O. Product: [CH3:10][S:7]([C:4]1[CH:5]=[CH:6][C:1]([CH2:11][Br:12])=[CH:2][CH:3]=1)(=[O:9])=[O:8]. The catalyst class is: 53. (8) Reactant: C1C(=O)N([Br:8])C(=O)C1.[CH3:9][C:10]1[C:19]2[C:14](=[CH:15][CH:16]=[CH:17][CH:18]=2)[C:13]([C:20]([O:22][CH3:23])=[O:21])=[CH:12][CH:11]=1.CC(N=NC(C#N)(C)C)(C#N)C. Product: [Br:8][CH2:9][C:10]1[C:19]2[C:14](=[CH:15][CH:16]=[CH:17][CH:18]=2)[C:13]([C:20]([O:22][CH3:23])=[O:21])=[CH:12][CH:11]=1. The catalyst class is: 53. (9) Reactant: [C:1]([CH:5]([NH:13][NH:14][C:15]([C:17]1[CH:26]=[CH:25][C:20]2[O:21][CH2:22][CH2:23][O:24][C:19]=2[C:18]=1[CH2:27][CH3:28])=[O:16])[CH:6]=[C:7]([CH3:12])[C:8]([CH3:11])([CH3:10])[CH3:9])([CH3:4])([CH3:3])[CH3:2].[CH3:29][O:30][C:31]1[CH:32]=[C:33]([CH:37]=[C:38]([O:41][CH3:42])[C:39]=1[CH3:40])[C:34](Cl)=[O:35].C([O-])([O-])=O.[K+].[K+]. Product: [C:1]([CH:5]([N:13]([C:34](=[O:35])[C:33]1[CH:37]=[C:38]([O:41][CH3:42])[C:39]([CH3:40])=[C:31]([O:30][CH3:29])[CH:32]=1)[NH:14][C:15]([C:17]1[CH:26]=[CH:25][C:20]2[O:21][CH2:22][CH2:23][O:24][C:19]=2[C:18]=1[CH2:27][CH3:28])=[O:16])[CH:6]=[C:7]([CH3:12])[C:8]([CH3:11])([CH3:10])[CH3:9])([CH3:2])([CH3:3])[CH3:4]. The catalyst class is: 2.